Regression. Given a peptide amino acid sequence and an MHC pseudo amino acid sequence, predict their binding affinity value. This is MHC class I binding data. From a dataset of Peptide-MHC class I binding affinity with 185,985 pairs from IEDB/IMGT. (1) The peptide sequence is TWLVHKQWF. The MHC is HLA-A24:02 with pseudo-sequence HLA-A24:02. The binding affinity (normalized) is 0.472. (2) The peptide sequence is ILMRHLKNL. The MHC is BoLA-T2C with pseudo-sequence BoLA-T2C. The binding affinity (normalized) is 0.851. (3) The binding affinity (normalized) is 0.0847. The peptide sequence is WAIQCYTGV. The MHC is HLA-A23:01 with pseudo-sequence HLA-A23:01. (4) The peptide sequence is SSKMFNYFK. The MHC is HLA-A03:01 with pseudo-sequence HLA-A03:01. The binding affinity (normalized) is 0.365.